Dataset: Full USPTO retrosynthesis dataset with 1.9M reactions from patents (1976-2016). Task: Predict the reactants needed to synthesize the given product. (1) Given the product [NH2:7][C@H:8]1[CH2:9][CH2:10][C@H:11]([CH2:14][NH:15][C:16]2[C:21]([F:22])=[CH:20][N:19]=[C:18]([NH:32][CH2:31][C:30]3[CH:33]=[CH:34][CH:35]=[CH:36][C:29]=3[O:28][C:27]([F:26])([F:37])[F:38])[N:17]=2)[CH2:12][CH2:13]1, predict the reactants needed to synthesize it. The reactants are: C(OC(=O)[NH:7][CH:8]1[CH2:13][CH2:12][CH:11]([CH2:14][NH:15][C:16]2[C:21]([F:22])=[CH:20][N:19]=[C:18](Cl)[N:17]=2)[CH2:10][CH2:9]1)(C)(C)C.Cl.[F:26][C:27]([F:38])([F:37])[O:28][C:29]1[CH:36]=[CH:35][CH:34]=[CH:33][C:30]=1[CH2:31][NH2:32]. (2) Given the product [C:8]([C:7]1[CH:10]=[CH:11][C:4]([CH2:3][NH:2][C:19]2[CH:20]=[N:21][CH:22]=[CH:13][C:14]=2[C:15]([O:17][CH3:18])=[O:16])=[CH:5][CH:6]=1)#[N:9], predict the reactants needed to synthesize it. The reactants are: Cl.[NH2:2][CH2:3][C:4]1[CH:11]=[CH:10][C:7]([C:8]#[N:9])=[CH:6][CH:5]=1.Br[C:13]1[CH:22]=[N:21][CH:20]=[CH:19][C:14]=1[C:15]([O:17][CH3:18])=[O:16]. (3) Given the product [C:23](=[NH:22])([O:21][CH2:20][CH2:19][C:4]1[CH:5]=[CH:6][C:7]([O:8][C:9]2[CH:14]=[CH:13][CH:12]=[C:11]([C:15]([F:16])([F:17])[F:18])[N:10]=2)=[C:2]([F:1])[CH:3]=1)[NH2:24], predict the reactants needed to synthesize it. The reactants are: [F:1][C:2]1[CH:3]=[C:4]([CH2:19][CH2:20][OH:21])[CH:5]=[CH:6][C:7]=1[O:8][C:9]1[CH:14]=[CH:13][CH:12]=[C:11]([C:15]([F:18])([F:17])[F:16])[N:10]=1.[N:22]#[C:23][NH2:24].OS(C(F)(F)F)(=O)=O. (4) Given the product [Br:15][C:2]1[C:11]2[C:6](=[CH:7][CH:8]=[C:9]([C:12]#[N:13])[CH:10]=2)[N:5]=[CH:4][CH:3]=1, predict the reactants needed to synthesize it. The reactants are: O=[C:2]1[C:11]2[C:6](=[CH:7][CH:8]=[C:9]([C:12]#[N:13])[CH:10]=2)[NH:5][CH:4]=[CH:3]1.P(Br)(Br)[Br:15].[OH-].[Na+].